From a dataset of Experimentally validated miRNA-target interactions with 360,000+ pairs, plus equal number of negative samples. Binary Classification. Given a miRNA mature sequence and a target amino acid sequence, predict their likelihood of interaction. (1) The miRNA is hsa-miR-205-5p with sequence UCCUUCAUUCCACCGGAGUCUG. The protein sequence of the target gene is MALWRGSAYAGFLALAVGCVFLLEPELPGSALRSLWSSLCLGPAPAPPGPVSPEGRLAAAWDALIVRPVRRWRRVAVGVNACVDVVLSGVKLLQALGLSPGNGKDHSILHSRNDLEEAFIHFMGKGAAAERFFSDKETFHDIAQVASEFPGAQHYVGGNAALIGQKFAANSDLKVLLCGPVGPKLHELLDDNVFVPPESLQEVDEFHLILEYQAGEEWGQLKAPHANRFIFSHDLSNGAMNMLEVFVSSLEEFQPDLVVLSGLHMMEGQSKELQRKRLLEVVTSISDIPTGIPVHLELAS.... Result: 0 (no interaction). (2) The miRNA is hsa-miR-520g-5p with sequence UCUAGAGGAAGCACUUUCUGUUU. The protein sequence of the target gene is MAGVFPYRGPGNPVPGPLAPLPDYMSEEKLQEKARKWQQLQAKRYAEKRKFGFVDAQKEDMPPEHVRKIIRDHGDMTNRKFRHDKRVYLGALKYMPHAVLKLLENMPMPWEQIRDVPVLYHITGAISFVNEIPWVIEPVYISQWGSMWIMMRREKRDRRHFKRMRFPPFDDEEPPLDYADNILDVEPLEAIQLELDPEEDAPVLDWFYDHQPLRDSRKYVNGSTYQRWQFTLPMMSTLYRLANQLLTDLVDDNYFYLFDLKAFFTSKALNMAIPGGPKFEPLVRDINLQDEDWNEFNDIN.... Result: 0 (no interaction). (3) The miRNA is hsa-miR-579-3p with sequence UUCAUUUGGUAUAAACCGCGAUU. The protein sequence of the target gene is MRRFKRKHLTVVDCHHLARSHLAVTQPFSQRWTNRDPNHGLYPRPRTKGRNRGRGCQRYISEFFLAGHQHCTNDMAKSNSVGQDSCQDAEGDMILTAESSCTLPQVDNGEARLGSSGSAQPARKRAHCFEEATESGQWDGVTKKTPRHRLFPSCSRLREARQGAEDSLSQCSPVPGEAGRDIEDIGPDPLPDSYYGLLGMLPCQEVPSHICRLPSEVLRHIFAFLPVEDLYWNLSLVCHLWREIINDPLFIPWKKLYHRYLINEEQAVSKVDGILSSHGIEKDSDLCVLNLIRYTATTKC.... Result: 0 (no interaction). (4) The miRNA is mmu-miR-10b-5p with sequence UACCCUGUAGAACCGAAUUUGUG. The protein sequence of the target gene is MATEEFRGHAVRMSTQGSQPGAAPDSVAGTAGLPSGQSGGAGLRLGERPPPAMEKRGPYLVTRAPSIQAKLKKHRDHAKAVLRRKGMLGALTNRPDSSGKRSVKFNKGYTALSQSPDENLVSLDSDSDGELESRYSSGYSSAEQVNQDVSRQLLQDGYHLDEIPDDEDLDLIPPKPIASSACSCCWCCLGDSSCTLQ. Result: 1 (interaction). (5) The miRNA is mmu-miR-7650-3p with sequence GUUUUGAUAUAUACAAGAAGGA. The protein sequence of the target gene is MRKAGLWGLLCVFFVSEVKAAIVLEEERYDLVEGQTLTVKCPFNIMKYANSQKAWQRLPDGKEPLTLVVTQRPFTRPSEVHMGKFTLKHDPSEAMLQVQMTDLQVTDSGLYRCVIYHPPNDPVVLFHPVRLVVTKGSSDVFTPVIIPITRLTERPILITTKYSPSDTTTTRSLPKPTAVVSSPGLGVTIINGTDADSVSTSSVTISVICGLLSKSLVFIILFIVTKRTFG. Result: 0 (no interaction). (6) The miRNA is hsa-miR-8059 with sequence GGGGAACUGUAGAUGAAAAGGC. The protein sequence of the target gene is MFHVSFRYIFGLPPLILVLLPVASSDCDIEGKDGKQYESVLMVSIDQLLDSMKEIGSNCLNNEFNFFKRHICDANKEGMFLFRAARKLRQFLKMNSTGDFDLHLLKVSEGTTILLNCTGQVKGRKPAALGEAQPTKSLEENKSLKEQKKLNDLCFLKRLLQEIKTCWNKILMGTKEH. Result: 0 (no interaction). (7) The miRNA is mmu-miR-6945-3p with sequence UCUGAGCUCUGCCCUUCCCAU. The protein sequence of the target gene is MDLSMKKFAVRRFFSVYLRRKSRSKSSSLSRLEEEGVVKEIDISHHVKEGFEKADPSQFELLKVLGQGSYGKVFLVRKVKGSDAGQLYAMKVLKKATLKVRDRVRSKMERDILAEVNHPFIVKLHYAFQTEGKLYLILDFLRGGDLFTRLSKEVMFTEEDVKFYLAELALALDHLHSLGIIYRDLKPENILLDEEGHIKITDFGLSKEAIDHDKRAYSFCGTIEYMAPEVVNRRGHTQSADWWSFGVLMFEMLTGSLPFQGKDRKETMALILKAKLGMPQFLSGEAQSLLRALFKRNPCN.... Result: 0 (no interaction). (8) The miRNA is hsa-miR-4445-5p with sequence AGAUUGUUUCUUUUGCCGUGCA. The protein sequence of the target gene is MFRLWLLLAGLCGLLASRPGFQNSLLQIVIPEKIQTNTNDSSEIEYEQISYIIPIDEKLYTVHLKQRYFLADNFMIYLYNQGSMNTYSSDIQTQCYYQGNIEGYPDSMVTLSTCSGLRGILQFENVSYGIEPLESAVEFQHVLYKLKNEDNDIAIFIDRSLKEQPMDDNIFISEKSEPAVPDLFPLYLEMHIVVDKTLYDYWGSDSMIVTNKVIEIVGLANSMFTQFKVTIVLSSLELWSDENKISTVGEADELLQKFLEWKQSYLNLRPHDIAYLLIYMDYPRYLGAVFPGTMCITRYS.... Result: 0 (no interaction). (9) The miRNA is rno-miR-320-3p with sequence AAAAGCUGGGUUGAGAGGGCGA. The protein sequence of the target gene is MAEVGGVFASLDWDLQGFSSSLGNVPLADSPGFLNERLGQIEGKLQRGSPTDFAHLKGILRRRQLYCRTGFHLEIFPNGTVHGTRHDHSRFGILEFISLAVGLISIRGVDSGLYLGMNERGELFGSKKLTRECVFREQFEENWYNTYASTLYKHSDSERQYYVALNKDGSPREGYRTKRHQKFTHFLPRPVDPSKLPSMSRDLFRYR. Result: 1 (interaction). (10) The miRNA is mmu-miR-3064-3p with sequence UGCCACACUGCAACACCUUACA. The protein sequence of the target gene is MSSAWKTPRGSDAMPEIMVKIIGSKHFQYLVEKPKIKENDSLKTETQTMHQKPMTDNARQMSRDTPVPINFTDQQTTDNPDDVKEKKHPENNQKSENNQKLLTGANSSRFLDGNIPSQANVHCSSVPTGDQSLSYVHGIPRRKLRDWSLEQMVRGSSDQPEDIGQSPSGTTNEDAFLLALVRRELKSRPLSSNLLEKLQKELKILDPISSGFLLQSQLSRLFLKHEVPLQLPTVKILCQRFSKRGSPEMVNYEKLLWFLNSAASDYPQQNKAAADLRKTESHGTHSQSTPPQHSSSQPEV.... Result: 0 (no interaction).